This data is from Reaction yield outcomes from USPTO patents with 853,638 reactions. The task is: Predict the reaction yield, written as a fraction of the theoretical maximum amount of product (1.0 means a 100% yield; for example, 0.34 means a 34% yield). (1) The catalyst is C(O)CO.C(O)CCC. The reactants are [CH3:1][C@@:2]12[C:18](=O)[CH2:17][CH2:16][C@H:15]1[C@H:14]1[C@@H:5]([C:6]3[C:11]([CH2:12][CH2:13]1)=[CH:10][C:9]([OH:20])=[C:8]([O:21][CH3:22])[CH:7]=3)[CH2:4][CH2:3]2.O.NN.[OH-].[K+].Cl. The yield is 0.720. The product is [CH3:22][O:21][C:8]1[C:9]([OH:20])=[CH:10][C:11]2[CH2:12][CH2:13][C@@H:14]3[C@@H:5]([C:6]=2[CH:7]=1)[CH2:4][CH2:3][C@@:2]1([CH3:1])[C@H:15]3[CH2:16][CH2:17][CH2:18]1. (2) The reactants are [F:1][C:2]1[CH:3]=[C:4]([N:9]2[C:13]([CH3:15])([CH3:14])[C:12](=[O:16])[N:11]([C:17]3[CH:24]=[CH:23][C:20]([C:21]#[N:22])=[C:19]([C:25]([F:28])([F:27])[F:26])[CH:18]=3)[C:10]2=[S:29])[CH:5]=[CH:6][C:7]=1[OH:8].[O:30]1[CH2:34][CH2:33][C@H:32](OS(C2C=CC(C)=CC=2)(=O)=O)[CH2:31]1.C(=O)([O-])[O-].[Cs+].[Cs+].CN(C)C(=O)C. The catalyst is O. The product is [F:1][C:2]1[CH:3]=[C:4]([N:9]2[C:13]([CH3:14])([CH3:15])[C:12](=[O:16])[N:11]([C:17]3[CH:24]=[CH:23][C:20]([C:21]#[N:22])=[C:19]([C:25]([F:26])([F:27])[F:28])[CH:18]=3)[C:10]2=[S:29])[CH:5]=[CH:6][C:7]=1[O:8][C@@H:32]1[CH2:33][CH2:34][O:30][CH2:31]1. The yield is 0.676.